From a dataset of Full USPTO retrosynthesis dataset with 1.9M reactions from patents (1976-2016). Predict the reactants needed to synthesize the given product. Given the product [Br:22][C:23]1[CH:24]=[C:25]([N:29]2[C:5]([C:7]3[CH:17]=[CH:16][C:10]4[O:11][CH2:12][C:13](=[O:15])[NH:14][C:9]=4[CH:8]=3)=[CH:4][C:3]([C:2]([F:20])([F:19])[F:1])=[N:30]2)[CH:26]=[CH:27][CH:28]=1, predict the reactants needed to synthesize it. The reactants are: [F:1][C:2]([F:20])([F:19])[C:3](=O)[CH2:4][C:5]([C:7]1[CH:17]=[CH:16][C:10]2[O:11][CH2:12][C:13](=[O:15])[NH:14][C:9]=2[CH:8]=1)=O.Cl.[Br:22][C:23]1[CH:24]=[C:25]([NH:29][NH2:30])[CH:26]=[CH:27][CH:28]=1.